Dataset: hERG potassium channel inhibition data for cardiac toxicity prediction from Karim et al.. Task: Regression/Classification. Given a drug SMILES string, predict its toxicity properties. Task type varies by dataset: regression for continuous values (e.g., LD50, hERG inhibition percentage) or binary classification for toxic/non-toxic outcomes (e.g., AMES mutagenicity, cardiotoxicity, hepatotoxicity). Dataset: herg_karim. (1) The drug is CC1(C)Oc2ccc(-c3cncnc3)cc2C2(CSC(N)=N2)C12COC2. The result is 0 (non-blocker). (2) The drug is COc1cc(N2CCN(C[C@H](C)O)CC2)ccc1Nc1ncc2ccc(-c3ccccc3N(C)S(C)(=O)=O)n2n1. The result is 1 (blocker). (3) The molecule is O=C(N1CCCN(C2CCC2)CC1)N1CCC2(CCCN(S(=O)(=O)c3ccccc3)C2)C1. The result is 0 (non-blocker). (4) The compound is CCOC1CN(C2CCC(c3ccccc3)CC2)CC1NC(=O)CNC(=O)c1cccc(C(F)(F)F)c1. The result is 1 (blocker). (5) The drug is COc1ccc2cc(-c3nc(-c4ccc(S(C)=O)cc4)[nH]c3-c3ccncc3)ccc2c1. The result is 0 (non-blocker). (6) The compound is COc1ncc(-c2cccc(OC(F)F)c2CCNC(=O)c2ccc(OCCC(F)(F)F)nc2)cn1. The result is 1 (blocker).